Task: Predict which catalyst facilitates the given reaction.. Dataset: Catalyst prediction with 721,799 reactions and 888 catalyst types from USPTO (1) Reactant: [N:1]([C:4]1[CH:11]=[CH:10][C:7]([C:8]#[N:9])=[C:6]([C:12]([F:15])([F:14])[F:13])[CH:5]=1)=[C:2]=[S:3].[CH3:16][C:17]1[CH:22]=[CH:21][C:20]([NH:23][C:24]2([C:29]#N)[CH2:28][CH2:27][CH2:26][CH2:25]2)=[CH:19][CH:18]=1.C[OH:32].Cl. Product: [O:32]=[C:29]1[C:24]2([CH2:28][CH2:27][CH2:26][CH2:25]2)[N:23]([C:20]2[CH:21]=[CH:22][C:17]([CH3:16])=[CH:18][CH:19]=2)[C:2](=[S:3])[N:1]1[C:4]1[CH:11]=[CH:10][C:7]([C:8]#[N:9])=[C:6]([C:12]([F:13])([F:15])[F:14])[CH:5]=1. The catalyst class is: 18. (2) Reactant: [F:1][C:2]1[CH:7]=[CH:6][C:5]([N:8]([C:10]2[O:11][CH2:12][C:13](=[O:20])[C:14]=2[C:15]([O:17][CH2:18][CH3:19])=[O:16])[CH3:9])=[CH:4][CH:3]=1.[NH:21]1[C:29]2[C:24](=[CH:25][CH:26]=[CH:27][N:28]=2)[C:23]([CH:30]=O)=[CH:22]1.[ClH:32]. Product: [ClH:32].[NH:21]1[C:29]2=[N:28][CH:27]=[CH:26][CH:25]=[C:24]2[C:23]([CH:30]=[C:12]2[O:11][C:10]([N:8]([C:5]3[CH:4]=[CH:3][C:2]([F:1])=[CH:7][CH:6]=3)[CH3:9])=[C:14]([C:15]([O:17][CH2:18][CH3:19])=[O:16])[C:13]2=[O:20])=[CH:22]1. The catalyst class is: 8. (3) Reactant: C[Si](C)(C)[O-].[K+].[F:7][CH:8]([F:43])[O:9][C:10]1[CH:15]=[CH:14][C:13]([NH:16][C:17]2[O:21][C:20]([C:22]([NH:24][C:25]3[CH:26]=[CH:27][C:28]([O:31][CH:32]4[CH2:37][CH2:36][CH:35]([C:38]([O:40]CC)=[O:39])[CH2:34][CH2:33]4)=[N:29][CH:30]=3)=[O:23])=[N:19][N:18]=2)=[CH:12][CH:11]=1. Product: [F:43][CH:8]([F:7])[O:9][C:10]1[CH:11]=[CH:12][C:13]([NH:16][C:17]2[O:21][C:20]([C:22]([NH:24][C:25]3[CH:26]=[CH:27][C:28]([O:31][CH:32]4[CH2:33][CH2:34][CH:35]([C:38]([OH:40])=[O:39])[CH2:36][CH2:37]4)=[N:29][CH:30]=3)=[O:23])=[N:19][N:18]=2)=[CH:14][CH:15]=1. The catalyst class is: 1. (4) Reactant: [CH2:1]([O:3][C:4](=[O:10])[CH2:5][C:6](=O)[CH2:7]Cl)[CH3:2].[Cl:11][C:12]1[CH:17]=[CH:16][C:15]([NH:18][C:19]([NH2:21])=[S:20])=[CH:14][C:13]=1[C:22]([F:25])([F:24])[F:23]. Product: [CH2:1]([O:3][C:4](=[O:10])[CH2:5][C:6]1[N:21]=[C:19]([NH:18][C:15]2[CH:16]=[CH:17][C:12]([Cl:11])=[C:13]([C:22]([F:24])([F:23])[F:25])[CH:14]=2)[S:20][CH:7]=1)[CH3:2]. The catalyst class is: 8. (5) Reactant: Cl[C:2]1[CH:7]=[C:6]([F:8])[C:5]([N+:9]([O-])=O)=[CH:4][C:3]=1[OH:12].C(N(CC)CC)C. Product: [NH2:9][C:5]1[CH:4]=[C:3]([OH:12])[CH:2]=[CH:7][C:6]=1[F:8]. The catalyst class is: 105.